Dataset: NCI-60 drug combinations with 297,098 pairs across 59 cell lines. Task: Regression. Given two drug SMILES strings and cell line genomic features, predict the synergy score measuring deviation from expected non-interaction effect. (1) Drug 1: CN1CCC(CC1)COC2=C(C=C3C(=C2)N=CN=C3NC4=C(C=C(C=C4)Br)F)OC. Drug 2: CCC1=CC2CC(C3=C(CN(C2)C1)C4=CC=CC=C4N3)(C5=C(C=C6C(=C5)C78CCN9C7C(C=CC9)(C(C(C8N6C)(C(=O)OC)O)OC(=O)C)CC)OC)C(=O)OC.C(C(C(=O)O)O)(C(=O)O)O. Cell line: MALME-3M. Synergy scores: CSS=33.5, Synergy_ZIP=3.20, Synergy_Bliss=3.45, Synergy_Loewe=-9.98, Synergy_HSA=3.69. (2) Drug 1: CC1CCC2CC(C(=CC=CC=CC(CC(C(=O)C(C(C(=CC(C(=O)CC(OC(=O)C3CCCCN3C(=O)C(=O)C1(O2)O)C(C)CC4CCC(C(C4)OC)O)C)C)O)OC)C)C)C)OC. Drug 2: C1=NNC2=C1C(=O)NC=N2. Cell line: HL-60(TB). Synergy scores: CSS=2.06, Synergy_ZIP=-0.830, Synergy_Bliss=4.32, Synergy_Loewe=-7.35, Synergy_HSA=-0.802. (3) Drug 1: CC1=CC2C(CCC3(C2CCC3(C(=O)C)OC(=O)C)C)C4(C1=CC(=O)CC4)C. Drug 2: C1CCC(C(C1)N)N.C(=O)(C(=O)[O-])[O-].[Pt+4]. Cell line: SN12C. Synergy scores: CSS=6.69, Synergy_ZIP=-1.61, Synergy_Bliss=1.39, Synergy_Loewe=3.26, Synergy_HSA=3.62. (4) Drug 1: CCCS(=O)(=O)NC1=C(C(=C(C=C1)F)C(=O)C2=CNC3=C2C=C(C=N3)C4=CC=C(C=C4)Cl)F. Drug 2: C1=C(C(=O)NC(=O)N1)F. Cell line: CCRF-CEM. Synergy scores: CSS=4.30, Synergy_ZIP=-20.9, Synergy_Bliss=-29.8, Synergy_Loewe=-35.0, Synergy_HSA=-31.2. (5) Drug 1: CC12CCC3C(C1CCC2=O)CC(=C)C4=CC(=O)C=CC34C. Drug 2: COC1=NC(=NC2=C1N=CN2C3C(C(C(O3)CO)O)O)N. Cell line: MALME-3M. Synergy scores: CSS=52.9, Synergy_ZIP=4.54, Synergy_Bliss=6.20, Synergy_Loewe=-4.72, Synergy_HSA=5.18. (6) Drug 1: C1C(C(OC1N2C=NC(=NC2=O)N)CO)O. Drug 2: CC1C(C(CC(O1)OC2CC(CC3=C2C(=C4C(=C3O)C(=O)C5=CC=CC=C5C4=O)O)(C(=O)C)O)N)O. Cell line: UO-31. Synergy scores: CSS=50.8, Synergy_ZIP=-2.56, Synergy_Bliss=-1.86, Synergy_Loewe=-12.1, Synergy_HSA=1.27.